This data is from Reaction yield outcomes from USPTO patents with 853,638 reactions. The task is: Predict the reaction yield, written as a fraction of the theoretical maximum amount of product (1.0 means a 100% yield; for example, 0.34 means a 34% yield). (1) The reactants are C(N(CC)CC)C.C1(P(C2C=CC=CC=2)C2C=CC=CC=2)C=CC=CC=1.[CH3:27][S:28]([OH:31])(=[O:30])=[O:29].O[C@H:33]1[CH2:37][N:36]([S:38]([C:41]2[CH:50]=[CH:49][C:48]3[C:43](=[CH:44][CH:45]=[CH:46][CH:47]=3)[CH:42]=2)(=[O:40])=[O:39])[C@H:35]([CH2:51][N:52]2[C:60](=[O:61])[C:59]3[C:54](=[CH:55][CH:56]=[CH:57][CH:58]=3)[C:53]2=[O:62])[CH2:34]1.CC(OC(/N=N/C(OC(C)C)=O)=O)C. The catalyst is C1(C)C=CC=CC=1.C1(C)C=CC=CC=1.C1COCC1.CCOC(C)=O.O. The product is [O:61]=[C:60]1[C:59]2[C:54](=[CH:55][CH:56]=[CH:57][CH:58]=2)[C:53](=[O:62])[N:52]1[CH2:51][C@H:35]1[N:36]([S:38]([C:41]2[CH:50]=[CH:49][C:48]3[C:43](=[CH:44][CH:45]=[CH:46][CH:47]=3)[CH:42]=2)(=[O:40])=[O:39])[CH2:37][C@H:33]([O:29][S:28]([CH3:27])(=[O:31])=[O:30])[CH2:34]1. The yield is 0.900. (2) The reactants are [SH:1][C:2]1[N:7]=[C:6]([N:8]2[CH2:13][CH2:12][O:11][CH2:10][CH2:9]2)[C:5]2[CH2:14][O:15][C:16]([CH3:19])([CH3:18])[CH2:17][C:4]=2[C:3]=1[C:20]#[N:21].C(=O)([O-])[O-].[K+].[K+].Cl[CH2:29][C:30]([NH2:32])=[O:31]. The catalyst is C(O)C. The product is [NH2:21][C:20]1[C:3]2[C:2](=[N:7][C:6]([N:8]3[CH2:9][CH2:10][O:11][CH2:12][CH2:13]3)=[C:5]3[CH2:14][O:15][C:16]([CH3:18])([CH3:19])[CH2:17][C:4]3=2)[S:1][C:29]=1[C:30]([NH2:32])=[O:31]. The yield is 0.810. (3) The reactants are Cl[CH2:2][C:3]1[CH:13]=[CH:12][C:6]2[O:7][C:8]([F:11])([F:10])[O:9][C:5]=2[CH:4]=1.[C-:14]#[N:15].[Na+].O.CC(OC)(C)C. The catalyst is CS(C)=O. The product is [F:10][C:8]1([F:11])[O:7][C:6]2[CH:12]=[CH:13][C:3]([CH2:2][C:14]#[N:15])=[CH:4][C:5]=2[O:9]1. The yield is 0.950. (4) The reactants are [F:1][C:2]1[CH:7]=[CH:6][CH:5]=[CH:4][N:3]=1.[Li+].CC([N-]C(C)C)C.[O:16]=[C:17](N1C=CN=C1)[C:18]([O:20][C:21]([CH3:24])([CH3:23])[CH3:22])=[O:19].[NH4+].[Cl-]. The catalyst is C1COCC1. The product is [F:1][C:2]1[C:7]([C:17](=[O:16])[C:18]([O:20][C:21]([CH3:24])([CH3:23])[CH3:22])=[O:19])=[CH:6][CH:5]=[CH:4][N:3]=1. The yield is 0.496. (5) The reactants are [C:1]([O:5][C:6]([NH:8][CH2:9][C:10]1[CH:11]=[C:12]([NH:16][C:17]([O:19][CH2:20][CH2:21][C:22]2[CH:27]=[CH:26][C:25](B(O)O)=[CH:24][C:23]=2[Cl:31])=[O:18])[CH:13]=[CH:14][CH:15]=1)=[O:7])([CH3:4])([CH3:3])[CH3:2].[NH2:32][C:33]1[CH:34]=[C:35]2[C:40](=[CH:41][CH:42]=1)[C:39]([N:43]([C:51]([O:53][C:54]([CH3:57])([CH3:56])[CH3:55])=[O:52])[C:44]([O:46][C:47]([CH3:50])([CH3:49])[CH3:48])=[O:45])=[N:38][CH:37]=[CH:36]2.O.[C:59]([OH:63])(=[O:62])[CH:60]=O. No catalyst specified. The product is [C:54]([O:53][C:51]([N:43]([C:44]([O:46][C:47]([CH3:48])([CH3:49])[CH3:50])=[O:45])[C:39]1[C:40]2[C:35](=[CH:34][C:33]([NH:32][CH:60]([C:25]3[CH:26]=[CH:27][C:22]([CH2:21][CH2:20][O:19][C:17](=[O:18])[NH:16][C:12]4[CH:13]=[CH:14][CH:15]=[C:10]([CH2:9][NH:8][C:6]([O:5][C:1]([CH3:4])([CH3:3])[CH3:2])=[O:7])[CH:11]=4)=[C:23]([Cl:31])[CH:24]=3)[C:59]([OH:63])=[O:62])=[CH:42][CH:41]=2)[CH:36]=[CH:37][N:38]=1)=[O:52])([CH3:57])([CH3:56])[CH3:55]. The yield is 0.860. (6) The reactants are C[Si]([N-][Si](C)(C)C)(C)C.[Na+].[C:11]1(=[O:21])[C:20]2[C:15](=[CH:16][CH:17]=[CH:18][CH:19]=2)[CH:14]=[CH:13][NH:12]1.Br[CH2:23][C:24]1[CH:29]=[CH:28][C:27]([F:30])=[CH:26][CH:25]=1. The catalyst is C1COCC1.CN(C=O)C. The product is [F:30][C:27]1[CH:28]=[CH:29][C:24]([CH2:23][N:12]2[CH:13]=[CH:14][C:15]3[C:20](=[CH:19][CH:18]=[CH:17][CH:16]=3)[C:11]2=[O:21])=[CH:25][CH:26]=1. The yield is 0.740.